This data is from Forward reaction prediction with 1.9M reactions from USPTO patents (1976-2016). The task is: Predict the product of the given reaction. Given the reactants C1([CH2:7][N:8]2[CH2:19][CH:18]3[CH2:20][CH:10]([CH2:11][C:12]4[C:17]3=[N:16][CH:15]=[CH:14][CH:13]=4)[CH2:9]2)C=CC=CC=1.C([O-])=[O:22].[NH4+].[C:33](O[C:33]([O:35][C:36]([CH3:39])([CH3:38])[CH3:37])=[O:34])([O:35][C:36]([CH3:39])([CH3:38])[CH3:37])=[O:34], predict the reaction product. The product is: [CH:18]12[CH2:20][CH:10]([CH2:9][N:8]([C:33]([O:35][C:36]([CH3:37])([CH3:38])[CH3:39])=[O:34])[CH2:19]1)[CH2:11][C:12]1[C:17]2=[N:16][CH:15]=[CH:14][CH:13]=1.[CH:18]12[CH2:20][CH:10]([CH2:9][N:8]([CH:7]=[O:22])[CH2:19]1)[CH2:11][C:12]1[C:17]2=[N:16][CH:15]=[CH:14][CH:13]=1.